This data is from Full USPTO retrosynthesis dataset with 1.9M reactions from patents (1976-2016). The task is: Predict the reactants needed to synthesize the given product. (1) Given the product [ClH:1].[ClH:1].[N:2]12[CH2:11][CH:6]3[CH2:7][CH:8]([CH2:10][CH:4]([C@@H:5]3[NH:12][C:24]([C:22]3[S:23][C:19]([C:14]4[CH:15]=[CH:16][CH:17]=[CH:18][N:13]=4)=[CH:20][CH:21]=3)=[O:25])[CH2:3]1)[CH2:9]2, predict the reactants needed to synthesize it. The reactants are: [ClH:1].[N:2]12[CH2:11][CH:6]3[CH2:7][CH:8]([CH2:10][CH:4]([C@@H:5]3[NH2:12])[CH2:3]1)[CH2:9]2.[N:13]1[CH:18]=[CH:17][CH:16]=[CH:15][C:14]=1[C:19]1[S:23][C:22]([C:24](O)=[O:25])=[CH:21][CH:20]=1.N. (2) Given the product [C:10]([C:14]1[CH:19]=[CH:18][C:17]([C:20]2[CH:21]=[CH:22][C:23](/[C:26](/[CH3:33])=[CH:27]/[CH2:28][OH:29])=[CH:24][CH:25]=2)=[CH:16][CH:15]=1)([CH3:13])([CH3:11])[CH3:12], predict the reactants needed to synthesize it. The reactants are: CC(C[AlH]CC(C)C)C.[C:10]([C:14]1[CH:19]=[CH:18][C:17]([C:20]2[CH:25]=[CH:24][C:23](/[C:26](/[CH3:33])=[CH:27]/[C:28](OCC)=[O:29])=[CH:22][CH:21]=2)=[CH:16][CH:15]=1)([CH3:13])([CH3:12])[CH3:11]. (3) Given the product [Cl:14][C:15]1[C:23]2[CH2:22][CH2:21][N:20]([C:11]([C:9]3[CH:10]=[C:5]4[N:4]=[CH:3][C:2]([Cl:1])=[CH:7][N:6]4[N:8]=3)=[O:13])[CH:19]([CH3:24])[C:18]=2[O:17][CH:16]=1, predict the reactants needed to synthesize it. The reactants are: [Cl:1][C:2]1[CH:3]=[N:4][C:5]2[N:6]([N:8]=[C:9]([C:11]([OH:13])=O)[CH:10]=2)[CH:7]=1.[Cl:14][C:15]1[C:23]2[CH2:22][CH2:21][NH:20][CH:19]([CH3:24])[C:18]=2[O:17][CH:16]=1. (4) Given the product [CH:1]([C:4]1[CH:5]=[CH:6][C:7]([O:54][CH3:55])=[C:8]([C:10]2[CH:15]=[CH:14][C:13]([C:16]([F:19])([F:18])[F:17])=[CH:12][C:11]=2[CH2:20][N:21]([CH2:34][C:35]2[CH:36]=[C:37]([CH:47]=[C:48]([C:50]([F:53])([F:51])[F:52])[CH:49]=2)[O:38][CH2:39][CH2:40][CH2:41][C:42]([OH:44])=[O:43])[C:22]2[N:27]=[CH:26][C:25]([N:28]3[CH2:29][CH2:30][O:31][CH2:32][CH2:33]3)=[CH:24][N:23]=2)[CH:9]=1)([CH3:3])[CH3:2], predict the reactants needed to synthesize it. The reactants are: [CH:1]([C:4]1[CH:5]=[CH:6][C:7]([O:54][CH3:55])=[C:8]([C:10]2[CH:15]=[CH:14][C:13]([C:16]([F:19])([F:18])[F:17])=[CH:12][C:11]=2[CH2:20][N:21]([CH2:34][C:35]2[CH:36]=[C:37]([CH:47]=[C:48]([C:50]([F:53])([F:52])[F:51])[CH:49]=2)[O:38][CH2:39][CH2:40][CH2:41][C:42]([O:44]CC)=[O:43])[C:22]2[N:27]=[CH:26][C:25]([N:28]3[CH2:33][CH2:32][O:31][CH2:30][CH2:29]3)=[CH:24][N:23]=2)[CH:9]=1)([CH3:3])[CH3:2].[OH-].[Na+]. (5) Given the product [CH:28]1([C@@H:27]([NH:26][C:3]([C:2]2[C:61]3[C:60](=[N:59][CH:58]=[C:57]([C:55]4[CH:54]=[N:53][N:52]([CH2:50][CH3:51])[CH:56]=4)[N:62]=3)[NH:65][CH:64]=2)=[O:5])[C:31]([N:11]2[CH2:12][C:9]([OH:13])([CH3:8])[CH2:10]2)=[O:33])[CH2:29][CH2:30]1, predict the reactants needed to synthesize it. The reactants are: F[C:2](F)(F)[C:3]([OH:5])=O.[CH3:8][C:9]1([OH:13])[CH2:12][NH:11][CH2:10]1.N1CCCC1.CC(OC([NH:26][C@@H:27]([C:31]([OH:33])=O)[CH:28]1[CH2:30][CH2:29]1)=O)(C)C.C(N[C@@H](C(O)=O)C(C)(C)C)(OC(C)(C)C)=O.[CH2:50]([N:52]1[CH:56]=[C:55]([C:57]2[N:62]=[C:61]3C(C(O)=O)=[CH:64][N:65](COCC[Si](C)(C)C)[C:60]3=[N:59][CH:58]=2)[CH:54]=[N:53]1)[CH3:51].C1(C2N=C3C(C(O)=O)=CN(COCC[Si](C)(C)C)C3=NC=2)CC1.FC(F)(F)C(O)=O. (6) Given the product [Cl:1][C:2]1[CH:7]=[CH:6][CH:5]=[CH:4][C:3]=1[C@H:8]([N:18]([C:27]1[CH:32]=[CH:31][CH:30]=[C:29]([F:33])[CH:28]=1)[C:19]([C@@H:21]1[CH2:25][CH2:24][C:23](=[O:26])[N:22]1[C:35]1[N:36]=[CH:37][S:38][CH:39]=1)=[O:20])[C:9]([NH:11][CH:12]1[CH2:15][C:14]([F:16])([F:17])[CH2:13]1)=[O:10], predict the reactants needed to synthesize it. The reactants are: [Cl:1][C:2]1[CH:7]=[CH:6][CH:5]=[CH:4][C:3]=1[CH:8]([N:18]([C:27]1[CH:32]=[CH:31][CH:30]=[C:29]([F:33])[CH:28]=1)[C:19]([C@@H:21]1[CH2:25][CH2:24][C:23](=[O:26])[NH:22]1)=[O:20])[C:9]([NH:11][CH:12]1[CH2:15][C:14]([F:17])([F:16])[CH2:13]1)=[O:10].Br[C:35]1[N:36]=[CH:37][S:38][CH:39]=1.[O-]P([O-])([O-])=O.[K+].[K+].[K+].N[C@@H]1CCCC[C@H]1N. (7) Given the product [Br:1][C:2]1[CH:7]=[CH:6][C:5]([O:8][CH2:16][CH:17]([OH:20])[CH2:18][OH:19])=[CH:4][CH:3]=1, predict the reactants needed to synthesize it. The reactants are: [Br:1][C:2]1[CH:7]=[CH:6][C:5]([OH:8])=[CH:4][CH:3]=1.C(=O)([O-])[O-].[K+].[K+].Cl[CH2:16][CH:17]([OH:20])[CH2:18][OH:19].